Dataset: Forward reaction prediction with 1.9M reactions from USPTO patents (1976-2016). Task: Predict the product of the given reaction. (1) Given the reactants [CH2:1]([O:8][C:9]1[CH:16]=[CH:15][C:12]([CH:13]=O)=[CH:11][C:10]=1[O:17][CH3:18])[C:2]1[CH:7]=[CH:6][CH:5]=[CH:4][CH:3]=1.[CH:19]([NH:22][OH:23])([CH3:21])[CH3:20], predict the reaction product. The product is: [CH2:1]([O:8][C:9]1[CH:16]=[CH:15][C:12]([CH:13]=[N+:22]([CH:19]([CH3:21])[CH3:20])[O-:23])=[CH:11][C:10]=1[O:17][CH3:18])[C:2]1[CH:7]=[CH:6][CH:5]=[CH:4][CH:3]=1. (2) Given the reactants [Cl:1][C:2]1[N:7]=[C:6]([Cl:8])[C:5]([CH:9]([C:11]2[CH:16]=[CH:15][CH:14]=[CH:13][CH:12]=2)[OH:10])=[C:4]([NH:17][C:18]2[CH:23]=[CH:22][CH:21]=[CH:20][C:19]=2[S:24]([CH:27]([CH3:29])[CH3:28])(=[O:26])=[O:25])[N:3]=1.C1C=C[NH+]=CC=1.C1C=C[NH+]=CC=1.[O-][Cr](O[Cr]([O-])(=O)=O)(=O)=O, predict the reaction product. The product is: [Cl:1][C:2]1[N:7]=[C:6]([Cl:8])[C:5]([C:9]([C:11]2[CH:12]=[CH:13][CH:14]=[CH:15][CH:16]=2)=[O:10])=[C:4]([NH:17][C:18]2[CH:23]=[CH:22][CH:21]=[CH:20][C:19]=2[S:24]([CH:27]([CH3:29])[CH3:28])(=[O:26])=[O:25])[N:3]=1. (3) Given the reactants C([C:3]([CH2:8][OH:9])([CH2:6]O)CC)O.[CH2:10]1[O:12]C1.C(O)(=O)C=C.C[N:19](CCCN1CN(CCCN(C)C)CN(CCCN(C)C)C1)C.C([O-])(=O)CCCCCCCCCCC.C([O-])(=O)CCCCCCCCCCC.C([Sn+2]CCCC)CCC.C(C1C=C(C)C=C(C(C)(C)C)C=1O)(C)(C)C.O=C=NC1CC(C)(C)CC(C)(CN=C=O)C1, predict the reaction product. The product is: [C:8]([OH:9])(=[O:12])[CH:3]=[CH2:6].[NH2:19][C:10]([O:9][CH2:8][CH3:3])=[O:12]. (4) Given the reactants [CH3:1][O:2][C:3]1[CH:8]=[C:7]([O:9][CH3:10])[CH:6]=[CH:5][C:4]=1[C:11]1[C:19]2[C:14](=[C:15]([F:20])[CH:16]=[CH:17][CH:18]=2)[NH:13][N:12]=1.[H-].[Na+].I[CH2:24][CH:25]([CH3:27])[CH3:26], predict the reaction product. The product is: [CH3:1][O:2][C:3]1[CH:8]=[C:7]([O:9][CH3:10])[CH:6]=[CH:5][C:4]=1[C:11]1[N:12]([CH2:24][CH:25]([CH3:27])[CH3:26])[N:13]=[C:14]2[C:19]=1[CH:18]=[CH:17][CH:16]=[C:15]2[F:20]. (5) Given the reactants [BH4-].[Na+].[F:3][C:4]1[CH:12]=[C:11]2[C:7]([CH2:8][CH2:9][C:10]2=[O:13])=[C:6]([C:14]([F:17])([F:16])[F:15])[CH:5]=1.C(OCC)(=O)C.Cl, predict the reaction product. The product is: [F:3][C:4]1[CH:12]=[C:11]2[C:7]([CH2:8][CH2:9][CH:10]2[OH:13])=[C:6]([C:14]([F:15])([F:16])[F:17])[CH:5]=1. (6) Given the reactants [Br:1][C:2]1[CH:3]=[C:4]2[C:10]([CH:11]([C:13]3[C:18]([Cl:19])=[CH:17][CH:16]=[C:15]([F:20])[C:14]=3[Cl:21])O)=[CH:9][NH:8][C:5]2=[N:6][CH:7]=1.B(F)(F)F.[CH3:26]COCC.[Zn](C)C, predict the reaction product. The product is: [Br:1][C:2]1[CH:3]=[C:4]2[C:10]([CH:11]([C:13]3[C:18]([Cl:19])=[CH:17][CH:16]=[C:15]([F:20])[C:14]=3[Cl:21])[CH3:26])=[CH:9][NH:8][C:5]2=[N:6][CH:7]=1. (7) Given the reactants [OH:1][CH:2]1[CH2:7][CH2:6][N:5]([C:8]([O:10][C:11]([CH3:14])([CH3:13])[CH3:12])=[O:9])[CH2:4][CH2:3]1.[CH3:15][S:16](Cl)(=[O:18])=[O:17].C(N(CC)CC)C.O, predict the reaction product. The product is: [CH3:15][S:16]([O:1][CH:2]1[CH2:3][CH2:4][N:5]([C:8]([O:10][C:11]([CH3:14])([CH3:13])[CH3:12])=[O:9])[CH2:6][CH2:7]1)(=[O:18])=[O:17]. (8) Given the reactants [CH3:1]/[C:2](/[CH2:35][CH2:36][CH:37]=[CH2:38])=[CH:3]/[C:4]([O:6][C@@H:7]1[CH2:12][C@@H:11]([CH2:13][CH2:14][CH2:15][CH:16]=[CH2:17])[O:10][C@@:9]([O:33][CH3:34])([C@@H:18]2[CH2:22][S:21][C:20](=[O:23])[N:19]2[CH2:24][C:25]2[CH:30]=[CH:29][C:28]([O:31][CH3:32])=[CH:27][CH:26]=2)[CH2:8]1)=[O:5].CO[C@]1([C@@H]2CSC(=O)N2CC2C=CC(OC)=CC=2)C[C@H]2C[C@@H](CCCC=CCCC(C)=CC(=O)O2)O1, predict the reaction product. The product is: [CH3:1]/[C:2](/[CH2:35][CH2:36][CH2:37][CH3:38])=[CH:3]/[C:4]([O:6][C@@H:7]1[CH2:12][C@@H:11]([CH2:13][CH2:14][CH2:15][CH2:16][CH3:17])[O:10][C@@:9]([O:33][CH3:34])([C@@H:18]2[CH2:22][S:21][C:20](=[O:23])[N:19]2[CH2:24][C:25]2[CH:30]=[CH:29][C:28]([O:31][CH3:32])=[CH:27][CH:26]=2)[CH2:8]1)=[O:5].